Task: Predict the reactants needed to synthesize the given product.. Dataset: Full USPTO retrosynthesis dataset with 1.9M reactions from patents (1976-2016) The reactants are: [C:1](=O)([O-])O.[Na+].CI.[CH2:8]([O:10][C:11]1[CH:12]=[C:13]([C:20]2[S:21][CH:22]=[C:23]([CH2:25][CH2:26][C:27]([C:29]3[CH:37]=[CH:36][CH:35]=[CH:34][C:30]=3[C:31]([OH:33])=[O:32])=[O:28])[N:24]=2)[CH:14]=[CH:15][C:16]=1[O:17][CH2:18][CH3:19])[CH3:9].O. Given the product [CH2:8]([O:10][C:11]1[CH:12]=[C:13]([C:20]2[S:21][CH:22]=[C:23]([CH2:25][CH2:26][C:27]([C:29]3[CH:37]=[CH:36][CH:35]=[CH:34][C:30]=3[C:31]([O:33][CH3:1])=[O:32])=[O:28])[N:24]=2)[CH:14]=[CH:15][C:16]=1[O:17][CH2:18][CH3:19])[CH3:9], predict the reactants needed to synthesize it.